This data is from Full USPTO retrosynthesis dataset with 1.9M reactions from patents (1976-2016). The task is: Predict the reactants needed to synthesize the given product. (1) Given the product [CH3:16][O:15][C:14]1[CH:13]=[CH:12][C:11]([C:17]2[CH2:21][C:20]([CH3:22])([C:23]3[O:24][CH:25]=[N:26][N:27]=3)[O:19][N:18]=2)=[CH:10][C:9]=1[OH:8], predict the reactants needed to synthesize it. The reactants are: C([O:8][C:9]1[CH:10]=[C:11]([C:17]2[CH2:21][C:20]([C:23]3[O:24][CH:25]=[N:26][N:27]=3)([CH3:22])[O:19][N:18]=2)[CH:12]=[CH:13][C:14]=1[O:15][CH3:16])C1C=CC=CC=1. (2) Given the product [Cl:1][C:2]1[C:3]2[NH:4][C:5]3[CH:6]=[C:7]4[C:11](=[C:12]([CH:26]=3)[CH2:13][CH2:14][C:15]3[CH:25]=[C:19]([NH:20][C:21]([N:24]=2)=[N:22][CH:23]=1)[CH:18]=[CH:17][CH:16]=3)[O:10][C:9](=[O:27])[N:8]4[CH2:28][C:29]([OH:31])=[O:30], predict the reactants needed to synthesize it. The reactants are: [Cl:1][C:2]1[C:3]2[NH:4][C:5]3[CH:6]=[C:7]4[C:11](=[C:12]([CH:26]=3)[CH2:13][CH2:14][C:15]3[CH:25]=[C:19]([NH:20][C:21]([N:24]=2)=[N:22][CH:23]=1)[CH:18]=[CH:17][CH:16]=3)[O:10][C:9](=[O:27])[N:8]4[CH2:28][C:29]([O:31]C)=[O:30].B(Br)(Br)Br. (3) Given the product [F:1][C:2]1[C:11]2[C:12]([OH:18])([CH2:14][OH:15])[CH2:13][N:9]3[C:10]=2[C:5]([CH:6]=[CH:7][C:8]3=[O:19])=[CH:4][CH:3]=1, predict the reactants needed to synthesize it. The reactants are: [F:1][C:2]1[C:11]2[C:12]([OH:18])([C:14](OC)=[O:15])[CH2:13][N:9]3[C:10]=2[C:5]([CH:6]=[CH:7][C:8]3=[O:19])=[CH:4][CH:3]=1.[BH4-].[Na+]. (4) Given the product [C:1]([O:5][C@@H:6]([C:12]1[C:30]([CH3:31])=[CH:29][C:15]2[N:16]=[C:17]([C:46]3[CH:47]=[CH:48][N:43]4[C:42]([CH3:58])=[N:41][C:40]([CH3:39])=[C:44]4[CH:45]=3)[S:18][C:14]=2[C:13]=1[C:32]1[CH:33]=[CH:34][C:35]([Cl:38])=[CH:36][CH:37]=1)[C:7]([O:9][CH2:10][CH3:11])=[O:8])([CH3:2])([CH3:3])[CH3:4], predict the reactants needed to synthesize it. The reactants are: [C:1]([O:5][C@@H:6]([C:12]1[C:30]([CH3:31])=[CH:29][C:15]2[N:16]=[C:17](C3C=CC4N(C)N=NC=4C=3)[S:18][C:14]=2[C:13]=1[C:32]1[CH:37]=[CH:36][C:35]([Cl:38])=[CH:34][CH:33]=1)[C:7]([O:9][CH2:10][CH3:11])=[O:8])([CH3:4])([CH3:3])[CH3:2].[CH3:39][C:40]1[N:41]=[C:42]([CH3:58])[N:43]2[CH:48]=[CH:47][C:46](B3OC(C)(C)C(C)(C)O3)=[CH:45][C:44]=12. (5) Given the product [C:1]([C:3]1[CH:4]=[C:5]([C:9]2([CH2:29][OH:30])[C:13](=[O:14])[N:12]([C:15]3[CH:22]=[CH:21][C:18]([C:19]#[N:20])=[C:17]([C:23]([F:26])([F:24])[F:25])[CH:16]=3)[C:11](=[O:27])[N:10]2[CH3:28])[CH:6]=[CH:7][CH:8]=1)#[N:2], predict the reactants needed to synthesize it. The reactants are: [C:1]([C:3]1[CH:4]=[C:5]([C:9]2([CH2:29][O:30]CC=C)[C:13](=[O:14])[N:12]([C:15]3[CH:22]=[CH:21][C:18]([C:19]#[N:20])=[C:17]([C:23]([F:26])([F:25])[F:24])[CH:16]=3)[C:11](=[O:27])[N:10]2[CH3:28])[CH:6]=[CH:7][CH:8]=1)#[N:2].